Task: Regression. Given two drug SMILES strings and cell line genomic features, predict the synergy score measuring deviation from expected non-interaction effect.. Dataset: NCI-60 drug combinations with 297,098 pairs across 59 cell lines (1) Drug 1: CC1=CC=C(C=C1)C2=CC(=NN2C3=CC=C(C=C3)S(=O)(=O)N)C(F)(F)F. Drug 2: CC1=C2C(C(=O)C3(C(CC4C(C3C(C(C2(C)C)(CC1OC(=O)C(C(C5=CC=CC=C5)NC(=O)C6=CC=CC=C6)O)O)OC(=O)C7=CC=CC=C7)(CO4)OC(=O)C)O)C)OC(=O)C. Cell line: SR. Synergy scores: CSS=25.8, Synergy_ZIP=6.11, Synergy_Bliss=1.93, Synergy_Loewe=-39.8, Synergy_HSA=0.103. (2) Drug 2: C1C(C(OC1N2C=NC3=C(N=C(N=C32)Cl)N)CO)O. Synergy scores: CSS=-1.57, Synergy_ZIP=-2.06, Synergy_Bliss=-2.14, Synergy_Loewe=-6.05, Synergy_HSA=-4.59. Drug 1: C1=CC(=CC=C1CCC2=CNC3=C2C(=O)NC(=N3)N)C(=O)NC(CCC(=O)O)C(=O)O. Cell line: UACC-257. (3) Drug 1: C1=NC2=C(N=C(N=C2N1C3C(C(C(O3)CO)O)O)F)N. Drug 2: CC1=C(C=C(C=C1)C(=O)NC2=CC(=CC(=C2)C(F)(F)F)N3C=C(N=C3)C)NC4=NC=CC(=N4)C5=CN=CC=C5. Cell line: NCIH23. Synergy scores: CSS=28.6, Synergy_ZIP=-1.62, Synergy_Bliss=6.49, Synergy_Loewe=5.12, Synergy_HSA=3.46. (4) Drug 1: C1=C(C(=O)NC(=O)N1)N(CCCl)CCCl. Drug 2: C1=CN(C(=O)N=C1N)C2C(C(C(O2)CO)O)O.Cl. Cell line: OVCAR-4. Synergy scores: CSS=1.08, Synergy_ZIP=-1.59, Synergy_Bliss=-1.49, Synergy_Loewe=-1.46, Synergy_HSA=-1.51.